This data is from NCI-60 drug combinations with 297,098 pairs across 59 cell lines. The task is: Regression. Given two drug SMILES strings and cell line genomic features, predict the synergy score measuring deviation from expected non-interaction effect. Drug 1: CC1=C(C=C(C=C1)NC2=NC=CC(=N2)N(C)C3=CC4=NN(C(=C4C=C3)C)C)S(=O)(=O)N.Cl. Synergy scores: CSS=46.2, Synergy_ZIP=2.18, Synergy_Bliss=2.91, Synergy_Loewe=-11.0, Synergy_HSA=-0.0656. Drug 2: CNC(=O)C1=NC=CC(=C1)OC2=CC=C(C=C2)NC(=O)NC3=CC(=C(C=C3)Cl)C(F)(F)F. Cell line: SK-MEL-2.